From a dataset of Full USPTO retrosynthesis dataset with 1.9M reactions from patents (1976-2016). Predict the reactants needed to synthesize the given product. (1) Given the product [CH3:16][S:17]([O:8][CH2:7][CH2:6][CH:3]1[CH2:4][CH2:5][O:1][CH2:2]1)(=[O:19])=[O:18], predict the reactants needed to synthesize it. The reactants are: [O:1]1[CH2:5][CH2:4][CH:3]([CH2:6][CH2:7][OH:8])[CH2:2]1.C(N(CC)CC)C.[CH3:16][S:17](Cl)(=[O:19])=[O:18].C(=O)(O)[O-].[Na+]. (2) Given the product [Br:12][CH2:1][C:2]1[CH:11]=[CH:10][CH:9]=[CH:8][C:3]=1[C:4]([O:6][CH3:7])=[O:5], predict the reactants needed to synthesize it. The reactants are: [CH3:1][C:2]1[CH:11]=[CH:10][CH:9]=[CH:8][C:3]=1[C:4]([O:6][CH3:7])=[O:5].[Br:12]N1C(=O)CCC1=O. (3) Given the product [S:5]1[C:6]2[N:7]([C:8](=[O:13])[NH:9][C:10](=[O:12])[CH:11]=2)[CH:3]=[CH:4]1, predict the reactants needed to synthesize it. The reactants are: CO[CH:3](OC)[CH2:4][S:5][C:6]1[NH:7][C:8](=[O:13])[NH:9][C:10](=[O:12])[CH:11]=1.C[Si](I)(C)C. (4) Given the product [F:26][C:2]([F:1])([F:25])[C:3]1[N:8]2[N:9]=[CH:10][C:11]([C:12]3[O:27][N:28]=[C:29]([C:30]4[CH:35]=[CH:34][C:33]([S:36]([NH2:37])(=[O:38])=[O:39])=[CH:32][CH:31]=4)[N:40]=3)=[C:7]2[N:6]=[C:5]([C:15]2[CH:20]=[CH:19][CH:18]=[C:17]([C:21]([F:24])([F:23])[F:22])[CH:16]=2)[CH:4]=1, predict the reactants needed to synthesize it. The reactants are: [F:1][C:2]([F:26])([F:25])[C:3]1[N:8]2[N:9]=[CH:10][C:11]([C:12](O)=O)=[C:7]2[N:6]=[C:5]([C:15]2[CH:20]=[CH:19][CH:18]=[C:17]([C:21]([F:24])([F:23])[F:22])[CH:16]=2)[CH:4]=1.[OH:27][NH:28][C:29](=[NH:40])[C:30]1[CH:35]=[CH:34][C:33]([S:36](=[O:39])(=[O:38])[NH2:37])=[CH:32][CH:31]=1. (5) Given the product [Cl:1][C:2]1[C:10]([O:11][CH3:12])=[CH:9][CH:8]=[CH:7][C:3]=1[C:4]([NH:19][CH2:18][CH:17]([C:20]1[CH:21]=[N:22][C:23]([C:26]([F:29])([F:27])[F:28])=[CH:24][CH:25]=1)[CH2:16][CH:13]1[CH2:14][CH2:15]1)=[O:6], predict the reactants needed to synthesize it. The reactants are: [Cl:1][C:2]1[C:10]([O:11][CH3:12])=[CH:9][CH:8]=[CH:7][C:3]=1[C:4]([OH:6])=O.[CH:13]1([CH2:16][CH:17]([C:20]2[CH:21]=[N:22][C:23]([C:26]([F:29])([F:28])[F:27])=[CH:24][CH:25]=2)[CH2:18][NH2:19])[CH2:15][CH2:14]1. (6) Given the product [F:18][C:15]1[CH:16]=[CH:17][C:8]2[C:9](=[CH:19][NH:6][N:7]=2)[C:10]=1[C:11]([O:13][CH3:14])=[O:12], predict the reactants needed to synthesize it. The reactants are: C(S[N:6]=[N:7][C:8]1[C:9]([CH3:19])=[C:10]([C:15]([F:18])=[CH:16][CH:17]=1)[C:11]([O:13][CH3:14])=[O:12])(C)(C)C.CC(C)([O-])C.[K+].